Dataset: Catalyst prediction with 721,799 reactions and 888 catalyst types from USPTO. Task: Predict which catalyst facilitates the given reaction. Reactant: Cl[C:2]1[CH:7]=[CH:6][C:5]([N+:8]([O-:10])=[O:9])=[CH:4][C:3]=1[N+:11]([O-:13])=[O:12].[CH:14]([NH2:17])([CH3:16])[CH3:15].C(=O)([O-])O.[Na+]. Product: [CH:14]([NH:17][C:2]1[CH:7]=[CH:6][C:5]([N+:8]([O-:10])=[O:9])=[CH:4][C:3]=1[N+:11]([O-:13])=[O:12])([CH3:16])[CH3:15]. The catalyst class is: 1.